This data is from Full USPTO retrosynthesis dataset with 1.9M reactions from patents (1976-2016). The task is: Predict the reactants needed to synthesize the given product. (1) Given the product [CH3:3][O:4][C:5]1[CH:6]=[C:7]([CH:8]=[CH:9][C:10]=1[CH2:11][N:12]1[CH2:17][CH2:16][O:15][CH2:14][CH2:13]1)[O:18][CH:24]1[CH2:25][N:26]([C:28]([O:30][C:31]([CH3:34])([CH3:33])[CH3:32])=[O:29])[CH2:27]1, predict the reactants needed to synthesize it. The reactants are: [H-].[Na+].[CH3:3][O:4][C:5]1[CH:6]=[C:7]([OH:18])[CH:8]=[CH:9][C:10]=1[CH2:11][N:12]1[CH2:17][CH2:16][O:15][CH2:14][CH2:13]1.CS(O[CH:24]1[CH2:27][N:26]([C:28]([O:30][C:31]([CH3:34])([CH3:33])[CH3:32])=[O:29])[CH2:25]1)(=O)=O.[OH-].[Na+]. (2) Given the product [O:1]=[C:2]1[C:10]2[C:5](=[CH:6][CH:7]=[CH:8][CH:9]=2)[C:4](=[O:11])[N:3]1[CH:12]1[CH2:17][CH2:16][CH:15]([S:18]([Cl:23])(=[O:21])=[O:19])[CH2:14][CH2:13]1, predict the reactants needed to synthesize it. The reactants are: [O:1]=[C:2]1[C:10]2[C:5](=[CH:6][CH:7]=[CH:8][CH:9]=2)[C:4](=[O:11])[N:3]1[CH:12]1[CH2:17][CH2:16][CH:15]([S:18]([OH:21])(=O)=[O:19])[CH2:14][CH2:13]1.P(Cl)(Cl)(Cl)(Cl)[Cl:23]. (3) Given the product [CH:13]1([C:9]2[CH:8]=[C:7]([C:16]([O:18][CH3:19])=[O:17])[C:6](=[O:20])[N:5]3[C:10]=2[C:11]([CH3:12])=[C:2]([C:26]2[CH:27]=[CH:28][C:23]([NH:22][CH3:21])=[CH:24][CH:25]=2)[CH:3]=[CH:4]3)[CH2:15][CH2:14]1, predict the reactants needed to synthesize it. The reactants are: Cl[C:2]1[CH:3]=[CH:4][N:5]2[C:10]([C:11]=1[CH3:12])=[C:9]([CH:13]1[CH2:15][CH2:14]1)[CH:8]=[C:7]([C:16]([O:18][CH3:19])=[O:17])[C:6]2=[O:20].[CH3:21][NH:22][C:23]1[CH:28]=[CH:27][C:26](B2OC(C)(C)C(C)(C)O2)=[CH:25][CH:24]=1. (4) Given the product [Br-:10].[CH2:16]([N+:3]1[C:2]([Cl:1])=[C:6]([Cl:7])[N:5]([C:18]2([CH2:17][CH3:16])[CH:27]=[CH:26][C:25]3[C:20](=[CH:21][CH:22]=[CH:23][CH:24]=3)[CH2:19]2)[CH:4]=1)[CH2:17][CH2:18][CH2:19][CH2:20][CH2:11][CH3:12], predict the reactants needed to synthesize it. The reactants are: [Cl:1][C:2]1[N:3]=[CH:4][NH:5][C:6]=1[Cl:7].[OH-].[K+].[Br:10][CH2:11][CH3:12].[K+].[Br-].Br[CH2:16][CH2:17][C:18]1[CH:27]=[CH:26][C:25]2[C:20](=[CH:21][CH:22]=[CH:23][CH:24]=2)[CH:19]=1. (5) Given the product [Cl:1][C:2]1[CH:3]=[CH:4][C:5]([C:6]2[CH:7]=[CH:8][C:9]([CH2:20][CH3:21])=[C:10]([CH:12]3[C:13](=[O:19])[CH2:14][CH2:15][C:16]3=[O:17])[CH:11]=2)=[CH:22][CH:23]=1, predict the reactants needed to synthesize it. The reactants are: [Cl:1][C:2]1[CH:23]=[CH:22][C:5]([C:6]2[CH:7]=[CH:8][C:9]([CH2:20][CH3:21])=[C:10]([C:12]3[C:13](=[O:19])[CH2:14][CH2:15][C:16]=3[O:17]C)[CH:11]=2)=[CH:4][CH:3]=1. (6) Given the product [C:1]1([C:24]2[CH:25]=[CH:26][CH:27]=[CH:28][CH:29]=2)[CH:6]=[CH:5][CH:4]=[CH:3][C:2]=1[CH2:7][N:8]1[C:13](=[O:14])[C:12]([C:15]([NH:63][CH2:32][C:41]([OH:43])=[O:42])=[O:16])=[C:11]([OH:20])[C:10]([CH:21]([CH3:23])[CH3:22])=[N:9]1.[C:1]1([C:24]2[CH:25]=[CH:26][CH:27]=[CH:28][CH:29]=2)[CH:6]=[CH:5][CH:4]=[CH:3][C:2]=1[CH2:7][N:8]1[C:13](=[O:14])[C:12]([C:15]([O:17][CH2:18][CH3:19])=[O:16])=[C:11]([OH:20])[C:10]([CH:21]([CH3:22])[CH3:23])=[N:9]1, predict the reactants needed to synthesize it. The reactants are: [C:1]1([C:24]2[CH:29]=[CH:28][CH:27]=[CH:26][CH:25]=2)[CH:6]=[CH:5][CH:4]=[CH:3][C:2]=1[CH2:7][N:8]1[C:13](=[O:14])[C:12]([C:15]([O:17][CH2:18][CH3:19])=[O:16])=[C:11]([OH:20])[C:10]([CH:21]([CH3:23])[CH3:22])=[N:9]1.OC1C(C(C)C)=NNC(=O)[C:32]=1[C:41]([O:43]CC)=[O:42].[H-].[Na+].C1(C2C=CC=CC=2CBr)C=CC=CC=1.C[N:63](C)C=O. (7) Given the product [F:25][C:17]1[CH:18]=[C:19]([C:28]2[CH:37]=[CH:36][C:31]3[N:32]([CH3:35])[CH:33]=[N:34][C:30]=3[CH:29]=2)[CH:20]=[CH:21][C:16]=1[C:14]([N:11]1[CH2:12][CH2:13][N:8]([C:6]([O:5][C:1]([CH3:4])([CH3:3])[CH3:2])=[O:7])[C@@H:9]([CH3:26])[CH2:10]1)=[O:15], predict the reactants needed to synthesize it. The reactants are: [C:1]([O:5][C:6]([N:8]1[CH2:13][CH2:12][N:11]([C:14]([C:16]2[CH:21]=[CH:20][C:19](B(O)O)=[CH:18][C:17]=2[F:25])=[O:15])[CH2:10][C@@H:9]1[CH3:26])=[O:7])([CH3:4])([CH3:3])[CH3:2].Br[C:28]1[CH:37]=[CH:36][C:31]2[N:32]([CH3:35])[CH:33]=[N:34][C:30]=2[CH:29]=1.C(=O)([O-])[O-].[Na+].[Na+].C(O)C.